Predict which catalyst facilitates the given reaction. From a dataset of Catalyst prediction with 721,799 reactions and 888 catalyst types from USPTO. (1) Reactant: [CH3:1][O:2][C:3]1[CH:8]=[CH:7][C:6]([CH:9]2[CH2:14][C:13](=[O:15])[CH2:12][C:11](=[O:16])[CH2:10]2)=[CH:5][CH:4]=1.[Br:17]Br. Product: [Br:17][CH:12]1[C:11](=[O:16])[CH2:10][CH:9]([C:6]2[CH:5]=[CH:4][C:3]([O:2][CH3:1])=[CH:8][CH:7]=2)[CH2:14][C:13]1=[O:15]. The catalyst class is: 52. (2) Reactant: C[Si]([C:5]#[C:6][C:7]1[CH:8]=[N:9][N:10]([C:12]([O:14][C:15]([CH3:18])([CH3:17])[CH3:16])=[O:13])[CH:11]=1)(C)C.[F-].C([N+](CCCC)(CCCC)CCCC)CCC. Product: [C:6]([C:7]1[CH:8]=[N:9][N:10]([C:12]([O:14][C:15]([CH3:18])([CH3:17])[CH3:16])=[O:13])[CH:11]=1)#[CH:5]. The catalyst class is: 1. (3) Reactant: [C:1]([C:3]1[CH:8]=[CH:7][C:6]([C:9]2[N:10]([CH:22]([CH3:27])[CH2:23][C:24]([OH:26])=[O:25])[CH:11]=[CH:12][C:13]=2[C:14]2[CH:19]=[CH:18][C:17]([O:20][CH3:21])=[CH:16][CH:15]=2)=[C:5]([CH3:28])[CH:4]=1)#[N:2].[OH-:29].[Na+].OO. Product: [C:1]([C:3]1[CH:8]=[CH:7][C:6]([C:9]2[N:10]([CH:22]([CH3:27])[CH2:23][C:24]([OH:26])=[O:25])[CH:11]=[CH:12][C:13]=2[C:14]2[CH:19]=[CH:18][C:17]([O:20][CH3:21])=[CH:16][CH:15]=2)=[C:5]([CH3:28])[CH:4]=1)(=[O:29])[NH2:2]. The catalyst class is: 58. (4) Reactant: [N+:1](/[CH:4]=[CH:5]/[C:6]1[CH:11]=[CH:10][CH:9]=[CH:8][C:7]=1[C:12]([F:15])([F:14])[F:13])([O-:3])=[O:2].C[CH2:17][N:18]([CH2:23][O:24]C)[Si](C)(C)C.F[C:27](F)(F)C(O)=O. Product: [C:23](=[O:24])([O-:2])[NH2:18].[CH3:17][N:18]1[CH2:23][CH:5]([C:6]2[CH:11]=[CH:10][CH:9]=[CH:8][C:7]=2[C:12]([F:13])([F:14])[F:15])[CH:4]([N+:1]([O-:3])=[O:2])[CH2:27]1. The catalyst class is: 2.